This data is from Reaction yield outcomes from USPTO patents with 853,638 reactions. The task is: Predict the reaction yield, written as a fraction of the theoretical maximum amount of product (1.0 means a 100% yield; for example, 0.34 means a 34% yield). (1) The reactants are [CH3:1][O:2][C:3]1[CH:30]=[CH:29][C:6]([CH2:7][S:8][C:9]2[C:10](F)=[C:11]([F:27])[C:12]([NH:19][C:20]3[CH:25]=[CH:24][CH:23]=[CH:22][C:21]=3[F:26])=[C:13]([CH:18]=2)[C:14]([O:16][CH3:17])=[O:15])=[CH:5][CH:4]=1.[N-:31]=[N+:32]=[N-:33].[Na+].O. The catalyst is CN(C=O)C. The product is [N:31]([C:10]1[C:9]([S:8][CH2:7][C:6]2[CH:29]=[CH:30][C:3]([O:2][CH3:1])=[CH:4][CH:5]=2)=[CH:18][C:13]([C:14]([O:16][CH3:17])=[O:15])=[C:12]([NH:19][C:20]2[CH:25]=[CH:24][CH:23]=[CH:22][C:21]=2[F:26])[C:11]=1[F:27])=[N+:32]=[N-:33]. The yield is 0.821. (2) The reactants are [Br:1][C:2]1[CH:3]=[C:4]([C:15]([F:18])([F:17])[F:16])[C:5]2[N:6]([C:8]([Cl:14])=[C:9]([C:11]([OH:13])=O)[N:10]=2)[CH:7]=1.[CH3:19][C@@H:20]1[O:24][C:23](=[O:25])[N:22]([CH:26]2[CH2:31][CH2:30][NH:29][CH2:28][CH2:27]2)[C:21]1=[O:32].C(N(CC)C(C)C)(C)C.CN(C(ON1N=NC2C=CC=NC1=2)=[N+](C)C)C.F[P-](F)(F)(F)(F)F. The catalyst is CN(C=O)C.CCOC(C)=O. The product is [Br:1][C:2]1[CH:3]=[C:4]([C:15]([F:18])([F:17])[F:16])[C:5]2[N:6]([C:8]([Cl:14])=[C:9]([C:11]([N:29]3[CH2:28][CH2:27][CH:26]([N:22]4[C:21](=[O:32])[C@H:20]([CH3:19])[O:24][C:23]4=[O:25])[CH2:31][CH2:30]3)=[O:13])[N:10]=2)[CH:7]=1. The yield is 0.890. (3) The reactants are Cl[C:2]1[CH:7]=[CH:6][N:5]=[CH:4][C:3]=1[N+:8]([O-:10])=[O:9].[NH:11]1[CH2:16][CH2:15][CH2:14][C@H:13]([NH:17][C:18](=[O:27])[O:19][CH2:20][C:21]2[CH:26]=[CH:25][CH:24]=[CH:23][CH:22]=2)[CH2:12]1.CCN(C(C)C)C(C)C. The catalyst is C(O)CCC. The product is [N+:8]([C:3]1[CH:4]=[N:5][CH:6]=[CH:7][C:2]=1[N:11]1[CH2:16][CH2:15][CH2:14][C@H:13]([NH:17][C:18](=[O:27])[O:19][CH2:20][C:21]2[CH:26]=[CH:25][CH:24]=[CH:23][CH:22]=2)[CH2:12]1)([O-:10])=[O:9]. The yield is 0.960.